This data is from Reaction yield outcomes from USPTO patents with 853,638 reactions. The task is: Predict the reaction yield, written as a fraction of the theoretical maximum amount of product (1.0 means a 100% yield; for example, 0.34 means a 34% yield). (1) The reactants are [Br:1]Br.[Cl:3][C:4]1[CH:9]=[CH:8][C:7]([C:10]([C:12]2[CH:13]=[N:14][C:15]([NH:18][CH3:19])=[CH:16][CH:17]=2)=[O:11])=[CH:6][CH:5]=1.C([O-])(O)=O.[Na+]. The catalyst is C(O)(=O)C. The product is [Br:1][C:16]1[CH:17]=[C:12]([C:10]([C:7]2[CH:6]=[CH:5][C:4]([Cl:3])=[CH:9][CH:8]=2)=[O:11])[CH:13]=[N:14][C:15]=1[NH:18][CH3:19]. The yield is 0.620. (2) The reactants are CC(OI1(OC(C)=O)(OC(C)=O)OC(=O)C2C=CC=CC1=2)=O.[CH3:23][O:24][C:25]1[CH:26]=[C:27]([CH2:32][CH2:33][OH:34])[CH:28]=[C:29]([CH3:31])[CH:30]=1. The catalyst is ClCCl. The product is [CH3:23][O:24][C:25]1[CH:26]=[C:27]([CH2:32][CH:33]=[O:34])[CH:28]=[C:29]([CH3:31])[CH:30]=1. The yield is 0.720. (3) The catalyst is CC(O)=O. The yield is 0.600. The product is [ClH:48].[F:1][C:2]1[CH:3]=[CH:4][C:5]([CH2:8][O:9][C:10]2[CH:15]=[CH:14][N:13]([C:16]3[CH:21]=[CH:20][C:19]4[C:22]5[CH2:27][CH2:26][N:25]([CH:31]([CH3:33])[CH3:30])[CH2:24][C:23]=5[S:28][C:18]=4[CH:17]=3)[C:12](=[O:29])[CH:11]=2)=[N:6][CH:7]=1. The reactants are [F:1][C:2]1[CH:3]=[CH:4][C:5]([CH2:8][O:9][C:10]2[CH:15]=[CH:14][N:13]([C:16]3[CH:21]=[CH:20][C:19]4[C:22]5[CH2:27][CH2:26][NH:25][CH2:24][C:23]=5[S:28][C:18]=4[CH:17]=3)[C:12](=[O:29])[CH:11]=2)=[N:6][CH:7]=1.[CH3:30][C:31]([CH3:33])=O.N1C=CC=CC=1C.B.C([O-])(O)=O.[Na+].C(Cl)[Cl:48]. (4) The reactants are C(OC([N:8]1[CH2:13][CH2:12][CH:11](OS(C)(=O)=O)[CH2:10][CH2:9]1)=O)(C)(C)C.[C:19]([C:23]1[CH:28]=[C:27]([SH:29])[CH:26]=[C:25]([C:30]([CH3:33])([CH3:32])[CH3:31])[C:24]=1[OH:34])([CH3:22])([CH3:21])[CH3:20].C(=O)([O-])[O-].[Cs+].[Cs+].Cl.[OH-].[Na+]. The catalyst is CC(=O)CC.O.C(OCC)(=O)C. The product is [C:30]([C:25]1[CH:26]=[C:27]([S:29][CH:11]2[CH2:10][CH2:9][NH:8][CH2:13][CH2:12]2)[CH:28]=[C:23]([C:19]([CH3:22])([CH3:21])[CH3:20])[C:24]=1[OH:34])([CH3:33])([CH3:32])[CH3:31]. The yield is 0.722. (5) The reactants are [OH-].[Na+:2].[OH:3][C:4]1[C:13]2[C:8](=[CH:9][CH:10]=[CH:11][CH:12]=2)[C@@:7]([CH3:19])([CH2:14][CH2:15][CH:16]([CH3:18])[CH3:17])[C:6](=[O:20])[C:5]=1[C:21]1[NH:26][C:25]2[CH:27]=[CH:28][C:29]([NH:31][S:32]([CH3:35])(=[O:34])=[O:33])=[CH:30][C:24]=2[S:23](=[O:37])(=[O:36])[N:22]=1. The catalyst is C(O)C. The product is [CH3:19][C@@:7]1([CH2:14][CH2:15][CH:16]([CH3:18])[CH3:17])[C:8]2[C:13](=[CH:12][CH:11]=[CH:10][CH:9]=2)[C:4]([O-:3])=[C:5]([C:21]2[NH:26][C:25]3[CH:27]=[CH:28][C:29]([NH:31][S:32]([CH3:35])(=[O:34])=[O:33])=[CH:30][C:24]=3[S:23](=[O:37])(=[O:36])[N:22]=2)[C:6]1=[O:20].[Na+:2]. The yield is 0.830. (6) The reactants are [CH3:1][O:2][C:3]1[CH:4]=[C:5]2[C:10](=[CH:11][C:12]=1[CH2:13][CH2:14][C:15](OCC)=[O:16])[N:9]=[CH:8][CH:7]=[C:6]2[O:20][C:21]1[C:22]([CH3:31])=[N:23][C:24]2[C:29]([CH:30]=1)=[CH:28][CH:27]=[CH:26][CH:25]=2.[H-].C([Al+]CC(C)C)C(C)C.O. The catalyst is O1CCCC1. The product is [CH3:1][O:2][C:3]1[CH:4]=[C:5]2[C:10](=[CH:11][C:12]=1[CH2:13][CH2:14][CH2:15][OH:16])[N:9]=[CH:8][CH:7]=[C:6]2[O:20][C:21]1[C:22]([CH3:31])=[N:23][C:24]2[C:29]([CH:30]=1)=[CH:28][CH:27]=[CH:26][CH:25]=2. The yield is 0.690. (7) The reactants are [CH3:1][O:2][C:3]1[C:8]2[CH2:9][CH2:10][C:11](=[O:14])[CH2:12][CH2:13][C:7]=2[CH:6]=[CH:5][C:4]=1[N+:15]([O-])=O.O1CCCC1. The catalyst is Cl.O. The product is [NH2:15][C:4]1[CH:5]=[CH:6][C:7]2[CH2:13][CH2:12][C:11](=[O:14])[CH2:10][CH2:9][C:8]=2[C:3]=1[O:2][CH3:1]. The yield is 0.600. (8) The reactants are [Cl-].[NH2:2][C:3](=[O:16])[CH2:4][CH2:5][C:6]1[CH:11]=[CH:10][CH:9]=[CH:8][N+:7]=1[CH2:12][C:13](=O)[CH3:14].C([O-])(O)=O.[Na+].C(OCC)(=O)C.CO. The catalyst is C(O)C. The product is [CH3:14][C:13]1[C:5]([CH2:4][C:3]([NH2:2])=[O:16])=[C:6]2[N:7]([CH:12]=1)[CH:8]=[CH:9][CH:10]=[CH:11]2. The yield is 0.140. (9) The reactants are I.[NH2:2][CH2:3][CH:4]1[CH2:9][CH2:8][CH2:7][CH:6]([N:10]2[C:19]3[C:14](=[CH:15][CH:16]=[CH:17][N:18]=3)[C:13]3=[N:20][O:21][C:22]([CH3:23])=[C:12]3[C:11]2=[O:24])[CH2:5]1.[C:25](O)(=[O:32])[C:26]1[CH:31]=[CH:30][CH:29]=[N:28][CH:27]=1.Cl.CN(C)CCCN=C=NCC.ON1C2N=CC=CC=2N=N1.C(N(CC)C(C)C)(C)C. The catalyst is CN(C)C=O. The product is [CH3:23][C:22]1[O:21][N:20]=[C:13]2[C:14]3[C:19](=[N:18][CH:17]=[CH:16][CH:15]=3)[N:10]([CH:6]3[CH2:7][CH2:8][CH2:9][CH:4]([CH2:3][NH:2][C:25](=[O:32])[C:26]4[CH:31]=[CH:30][CH:29]=[N:28][CH:27]=4)[CH2:5]3)[C:11](=[O:24])[C:12]=12. The yield is 0.470.